From a dataset of Forward reaction prediction with 1.9M reactions from USPTO patents (1976-2016). Predict the product of the given reaction. (1) Given the reactants B1(C)OC(C2C=CC=CC=2)(C2C=CC=CC=2)[C@@H]2N1CCC2.S(C)C.[F:25][C:26]([F:45])([F:44])[C:27]([N:29]1[CH2:38][CH2:37][C:36]2[C:35]3[CH2:39][CH2:40][CH2:41][C:42](=[O:43])[C:34]=3[CH:33]=[CH:32][C:31]=2[CH2:30]1)=[O:28], predict the reaction product. The product is: [F:45][C:26]([F:25])([F:44])[C:27]([N:29]1[CH2:38][CH2:37][C:36]2[C:35]3[CH2:39][CH2:40][CH2:41][C@H:42]([OH:43])[C:34]=3[CH:33]=[CH:32][C:31]=2[CH2:30]1)=[O:28]. (2) Given the reactants [NH2:1][CH:2]1[N:8]=[C:7]([C:9]2[CH:14]=[CH:13][CH:12]=[CH:11][CH:10]=2)[C:6]2[CH:15]=[CH:16][CH:17]=[CH:18][C:5]=2[N:4]([CH3:19])[C:3]1=[O:20].[CH3:21][CH:22]([C:26]([NH:28][CH2:29][C:30]1[CH:35]=[CH:34][C:33]([O:36][CH3:37])=[CH:32][CH:31]=1)=[O:27])[C:23](O)=[O:24], predict the reaction product. The product is: [CH3:37][O:36][C:33]1[CH:32]=[CH:31][C:30]([CH2:29][NH:28][C:26](=[O:27])[CH:22]([CH3:21])[C:23]([NH:1][CH:2]2[C:3](=[O:20])[N:4]([CH3:19])[C:5]3[CH:18]=[CH:17][CH:16]=[CH:15][C:6]=3[C:7]([C:9]3[CH:14]=[CH:13][CH:12]=[CH:11][CH:10]=3)=[N:8]2)=[O:24])=[CH:35][CH:34]=1. (3) Given the reactants Cl.[CH:2]1([C:5]([N:7]2[CH2:13][CH2:12][CH:11]3[CH2:14][N:15](C(OC(C)(C)C)=O)[CH2:16][CH2:17][N:10]3[C:9]3[N:25]=[CH:26][CH:27]=[CH:28][C:8]2=3)=[O:6])[CH2:4][CH2:3]1, predict the reaction product. The product is: [CH:2]1([C:5]([N:7]2[CH2:13][CH2:12][CH:11]3[CH2:14][NH:15][CH2:16][CH2:17][N:10]3[C:9]3[N:25]=[CH:26][CH:27]=[CH:28][C:8]2=3)=[O:6])[CH2:3][CH2:4]1. (4) Given the reactants [C:1]([O:5][C:6]([NH:8][C@@H:9]([CH2:13][C:14]([F:17])([F:16])[CH3:15])[C:10]([OH:12])=O)=[O:7])([CH3:4])([CH3:3])[CH3:2].[CH:18]1C=[N:22][C:21]2N(O)N=[N:26][C:20]=2[CH:19]=1.CCN=C=NCCCN(C)C.Cl, predict the reaction product. The product is: [C:21]([C:20]1([NH:26][C:10]([C@@H:9]([NH:8][C:6](=[O:7])[O:5][C:1]([CH3:2])([CH3:3])[CH3:4])[CH2:13][C:14]([F:17])([F:16])[CH3:15])=[O:12])[CH2:19][CH2:18]1)#[N:22]. (5) Given the reactants [NH2:1][C:2]1[C:11]2[CH:10]=[CH:9][C:8]([F:12])=[C:7](Br)[C:6]=2[N:5]=[C:4]2[CH2:14][N:15]([CH:18]3[CH2:21][CH2:20][CH2:19]3)[C:16](=[O:17])[C:3]=12.[CH3:22][O:23][C:24]1[CH:29]=[C:28]([O:30][CH3:31])[CH:27]=[CH:26][C:25]=1B(O)O, predict the reaction product. The product is: [NH2:1][C:2]1[C:11]2[CH:10]=[CH:9][C:8]([F:12])=[C:7]([C:27]3[CH:26]=[CH:25][C:24]([O:23][CH3:22])=[CH:29][C:28]=3[O:30][CH3:31])[C:6]=2[N:5]=[C:4]2[CH2:14][N:15]([CH:18]3[CH2:21][CH2:20][CH2:19]3)[C:16](=[O:17])[C:3]=12. (6) Given the reactants [F:1][CH:2]1[CH2:7][N:6]([C:8]([O:10][C:11]([CH3:14])([CH3:13])[CH3:12])=[O:9])[CH2:5][C:4]([CH3:16])([CH3:15])[CH:3]1[OH:17].CC(C)([O-])C.[K+].F[C:25]1[CH:32]=[CH:31][C:30]([C:33]2[N:38]=[C:37]([NH:39][C:40]3[CH:45]=[CH:44][C:43]([N:46]4[CH2:51][CH2:50][N:49]([CH:52]5[CH2:55][O:54][CH2:53]5)[CH2:48][CH2:47]4)=[CH:42][CH:41]=3)[N:36]=[CH:35][N:34]=2)=[CH:29][C:26]=1[C:27]#[N:28], predict the reaction product. The product is: [C:27]([C:26]1[CH:29]=[C:30]([C:33]2[N:38]=[C:37]([NH:39][C:40]3[CH:41]=[CH:42][C:43]([N:46]4[CH2:51][CH2:50][N:49]([CH:52]5[CH2:53][O:54][CH2:55]5)[CH2:48][CH2:47]4)=[CH:44][CH:45]=3)[N:36]=[CH:35][N:34]=2)[CH:31]=[CH:32][C:25]=1[O:17][CH:3]1[CH:2]([F:1])[CH2:7][N:6]([C:8]([O:10][C:11]([CH3:12])([CH3:14])[CH3:13])=[O:9])[CH2:5][C:4]1([CH3:16])[CH3:15])#[N:28]. (7) Given the reactants BrC1C=CC=C2C=1C(C1C(O)=CC3OCOC=3C=1)[C:5](=[O:16])N2CCCCC.[CH2:27]([O:29][C:30](=[O:53])[CH2:31][N:32]1[C:40]2[C:35](=[CH:36][C:37]([Cl:41])=[CH:38][CH:39]=2)[CH:34]([C:42]2[C:43]([OH:51])=[CH:44][C:45]3[O:49][CH2:48][CH2:47][C:46]=3[CH:50]=2)[C:33]1=[O:52])[CH3:28], predict the reaction product. The product is: [CH2:27]([O:29][C:30](=[O:53])[CH2:31][N:32]1[C:40]2[C:35](=[CH:36][C:37]([Cl:41])=[CH:38][CH:39]=2)[C:34]([C:42]2[C:43]([OH:51])=[CH:44][C:45]3[O:49][CH2:48][CH2:47][C:46]=3[CH:50]=2)([CH2:5][OH:16])[C:33]1=[O:52])[CH3:28]. (8) Given the reactants [Cl:1][C:2]1[C:3]([C:9]([OH:11])=[O:10])=[N:4][C:5]([Cl:8])=[CH:6][CH:7]=1.[CH3:12]O, predict the reaction product. The product is: [Cl:1][C:2]1[C:3]([C:9]([O:11][CH3:12])=[O:10])=[N:4][C:5]([Cl:8])=[CH:6][CH:7]=1.